Dataset: Full USPTO retrosynthesis dataset with 1.9M reactions from patents (1976-2016). Task: Predict the reactants needed to synthesize the given product. (1) Given the product [CH3:18][C:16]([C:9]1[C:10]([CH3:15])=[CH:11][C:12]([CH3:14])=[CH:13][C:8]=1[CH3:20])=[CH2:17], predict the reactants needed to synthesize it. The reactants are: COC1CCCC1.[C:8]1([CH3:20])[CH:13]=[C:12]([CH3:14])[CH:11]=[C:10]([CH3:15])[C:9]=1[C:16](O)([CH3:18])[CH3:17]. (2) The reactants are: [CH:1]([C:3]1[CH:18]=[CH:17][C:6]([O:7][C:8]2[N:9]=[CH:10][C:11]([C:14]([NH2:16])=[O:15])=[N:12][CH:13]=2)=[C:5]([CH3:19])[CH:4]=1)=O.[CH3:20][C:21]([CH3:26])([CH3:25])[CH2:22][CH2:23][NH2:24].[BH4-].[Na+]. Given the product [CH3:20][C:21]([CH3:26])([CH3:25])[CH2:22][CH2:23][NH:24][CH2:1][C:3]1[CH:18]=[CH:17][C:6]([O:7][C:8]2[N:9]=[CH:10][C:11]([C:14]([NH2:16])=[O:15])=[N:12][CH:13]=2)=[C:5]([CH3:19])[CH:4]=1, predict the reactants needed to synthesize it. (3) Given the product [Cl:8][C:4]1[CH:5]=[CH:6][CH:7]=[C:2]([Cl:1])[C:3]=1[C:9]1[C:13]([CH2:14][O:15][C:16]2[CH:21]=[CH:20][C:19]([N:22]([CH3:40])[S:23]([C:26]3[CH:27]=[C:28]([CH:33]=[CH:34][CH:35]=3)[C:29]([O:31][CH3:32])=[O:30])(=[O:24])=[O:25])=[C:18]([CH3:36])[CH:17]=2)=[C:12]([CH:37]([CH3:39])[CH3:38])[O:11][N:10]=1, predict the reactants needed to synthesize it. The reactants are: [Cl:1][C:2]1[CH:7]=[CH:6][CH:5]=[C:4]([Cl:8])[C:3]=1[C:9]1[C:13]([CH2:14][O:15][C:16]2[CH:21]=[CH:20][C:19]([NH:22][S:23]([C:26]3[CH:27]=[C:28]([CH:33]=[CH:34][CH:35]=3)[C:29]([O:31][CH3:32])=[O:30])(=[O:25])=[O:24])=[C:18]([CH3:36])[CH:17]=2)=[C:12]([CH:37]([CH3:39])[CH3:38])[O:11][N:10]=1.[C:40](=O)([O-])[O-].[Cs+].[Cs+].CI.O. (4) Given the product [Cl:1][C:2]1[C:7]([C:8]2[CH:9]=[CH:10][CH:11]=[CH:12][CH:13]=2)=[N:6][N:5]=[C:4]2[N:14]([CH2:29][C:25]3[CH:24]=[N:23][CH:28]=[CH:27][CH:26]=3)[N:15]=[C:16]([C:17]3[CH:18]=[CH:19][CH:20]=[CH:21][CH:22]=3)[C:3]=12, predict the reactants needed to synthesize it. The reactants are: [Cl:1][C:2]1[C:7]([C:8]2[CH:13]=[CH:12][CH:11]=[CH:10][CH:9]=2)=[N:6][N:5]=[C:4]2[NH:14][N:15]=[C:16]([C:17]3[CH:22]=[CH:21][CH:20]=[CH:19][CH:18]=3)[C:3]=12.[N:23]1[CH:28]=[CH:27][CH:26]=[C:25]([CH2:29]O)[CH:24]=1. (5) Given the product [CH:1]1([C:4]2[N:8]([C:9]3[N:17]=[C:16]4[C:12]([N:13]=[C:14]([C:19]([N:50]5[CH2:53][CH:52]([N:54]6[CH2:59][CH2:58][O:57][CH2:56][CH2:55]6)[CH2:51]5)=[O:21])[N:15]4[CH3:18])=[C:11]([N:22]4[CH2:27][CH2:26][O:25][CH2:24][CH2:23]4)[N:10]=3)[C:7]3[CH:28]=[CH:29][CH:30]=[CH:31][C:6]=3[N:5]=2)[CH2:3][CH2:2]1, predict the reactants needed to synthesize it. The reactants are: [CH:1]1([C:4]2[N:8]([C:9]3[N:17]=[C:16]4[C:12]([N:13]=[C:14]([C:19]([OH:21])=O)[N:15]4[CH3:18])=[C:11]([N:22]4[CH2:27][CH2:26][O:25][CH2:24][CH2:23]4)[N:10]=3)[C:7]3[CH:28]=[CH:29][CH:30]=[CH:31][C:6]=3[N:5]=2)[CH2:3][CH2:2]1.[I-].ClC1C=CC=C[N+]=1C.CCN(C(C)C)C(C)C.[NH:50]1[CH2:53][CH:52]([N:54]2[CH2:59][CH2:58][O:57][CH2:56][CH2:55]2)[CH2:51]1. (6) The reactants are: [Br:1][C:2]1[CH:7]=[CH:6][C:5]([C:8]([NH:10][C@@H:11]2[CH2:16][CH2:15][N:14]([C:17]([O:19][C:20]([CH3:23])([CH3:22])[CH3:21])=[O:18])[CH2:13][C@H:12]2[C:24]2[CH:29]=[CH:28][C:27]([Cl:30])=[C:26]([Cl:31])[CH:25]=2)=[O:9])=[CH:4][CH:3]=1.[H-].[Na+].[CH3:34]I.O. Given the product [Br:1][C:2]1[CH:3]=[CH:4][C:5]([C:8]([N:10]([CH3:34])[C@@H:11]2[CH2:16][CH2:15][N:14]([C:17]([O:19][C:20]([CH3:23])([CH3:22])[CH3:21])=[O:18])[CH2:13][C@H:12]2[C:24]2[CH:29]=[CH:28][C:27]([Cl:30])=[C:26]([Cl:31])[CH:25]=2)=[O:9])=[CH:6][CH:7]=1, predict the reactants needed to synthesize it. (7) Given the product [NH2:12][C:6]1[N:7]=[N:8][C:9]2[C:4]([C:5]=1[NH:15][C:16]1[CH:17]=[CH:18][C:19]([C:22]([CH3:25])([CH3:26])[C:23]#[N:24])=[CH:20][CH:21]=1)=[CH:3][C:2]([Br:1])=[CH:11][CH:10]=2, predict the reactants needed to synthesize it. The reactants are: [Br:1][C:2]1[CH:3]=[C:4]2[C:9](=[CH:10][CH:11]=1)[N:8]=[N:7][C:6]([N+:12]([O-])=O)=[C:5]2[NH:15][C:16]1[CH:21]=[CH:20][C:19]([C:22]([CH3:26])([CH3:25])[C:23]#[N:24])=[CH:18][CH:17]=1.O.O.Cl[Sn]Cl.C([O-])([O-])=O.[Na+].[Na+].